From a dataset of NCI-60 drug combinations with 297,098 pairs across 59 cell lines. Regression. Given two drug SMILES strings and cell line genomic features, predict the synergy score measuring deviation from expected non-interaction effect. (1) Drug 1: CNC(=O)C1=CC=CC=C1SC2=CC3=C(C=C2)C(=NN3)C=CC4=CC=CC=N4. Drug 2: CC1=C2C(C(=O)C3(C(CC4C(C3C(C(C2(C)C)(CC1OC(=O)C(C(C5=CC=CC=C5)NC(=O)OC(C)(C)C)O)O)OC(=O)C6=CC=CC=C6)(CO4)OC(=O)C)O)C)O. Cell line: RPMI-8226. Synergy scores: CSS=57.6, Synergy_ZIP=14.2, Synergy_Bliss=15.3, Synergy_Loewe=-39.4, Synergy_HSA=11.9. (2) Drug 1: CC12CCC3C(C1CCC2NC(=O)OCC(F)(F)F)CCC4C3(C=CC(=O)N4C)C. Drug 2: CC1CC(C(C(C=C(C(C(C=CC=C(C(=O)NC2=CC(=O)C(=C(C1)C2=O)OC)C)OC)OC(=O)N)C)C)O)OC. Cell line: SW-620. Synergy scores: CSS=68.9, Synergy_ZIP=6.58, Synergy_Bliss=5.07, Synergy_Loewe=-25.0, Synergy_HSA=5.23. (3) Drug 1: C1=CC(=CC=C1CCCC(=O)O)N(CCCl)CCCl. Drug 2: COCCOC1=C(C=C2C(=C1)C(=NC=N2)NC3=CC=CC(=C3)C#C)OCCOC.Cl. Cell line: NCI-H460. Synergy scores: CSS=26.5, Synergy_ZIP=1.19, Synergy_Bliss=2.69, Synergy_Loewe=0.421, Synergy_HSA=2.18.